Task: Predict the reactants needed to synthesize the given product.. Dataset: Full USPTO retrosynthesis dataset with 1.9M reactions from patents (1976-2016) (1) Given the product [CH:21]([O:20][C:10]1[CH:11]=[C:12]([CH2:13][CH2:14][C:15]([O:17][CH2:18][CH3:19])=[O:16])[NH:8][N:9]=1)([CH3:23])[CH3:22], predict the reactants needed to synthesize it. The reactants are: C([N:8]1[C:12](/[CH:13]=[CH:14]/[C:15]([O:17][CH2:18][CH3:19])=[O:16])=[CH:11][C:10]([O:20][CH:21]([CH3:23])[CH3:22])=[N:9]1)C1C=CC=CC=1. (2) Given the product [CH3:10][C@H:2]1[C@H:3]([C:5]2[S:6][CH:7]=[CH:8][N:9]=2)[O:4][C:21](=[O:23])[NH:1]1, predict the reactants needed to synthesize it. The reactants are: [NH2:1][CH:2]([CH3:10])[CH:3]([C:5]1[S:6][CH:7]=[CH:8][N:9]=1)[OH:4].C(N(C(C)C)CC)(C)C.Cl[C:21](Cl)([O:23]C(=O)OC(Cl)(Cl)Cl)Cl. (3) Given the product [CH2:5]([NH:6][C:13]([C:4]1[C:5](=[O:12])[NH:6][C:7]([C:8]([F:9])([F:10])[F:11])=[C:2]([Br:1])[CH:3]=1)=[O:15])[CH:4]=[CH2:3], predict the reactants needed to synthesize it. The reactants are: [Br:1][C:2]1[CH:3]=[C:4]([C:13]([O:15]C)=O)[C:5](=[O:12])[NH:6][C:7]=1[C:8]([F:11])([F:10])[F:9].Cl. (4) Given the product [C:8]([C:7]1[CH:10]=[CH:11][C:4]([NH:1][CH:2]([S:3][CH3:23])[NH:19][C:20]#[N:21])=[CH:5][C:6]=1[S:12]([C:15]([F:18])([F:16])[F:17])(=[O:14])=[O:13])#[N:9], predict the reactants needed to synthesize it. The reactants are: [N:1]([C:4]1[CH:11]=[CH:10][C:7]([C:8]#[N:9])=[C:6]([S:12]([C:15]([F:18])([F:17])[F:16])(=[O:14])=[O:13])[CH:5]=1)=[C:2]=[S:3].[N:19]#[C:20][NH2:21].[Na].[CH3:23]I. (5) Given the product [C:1]([O:5][C:6]([NH:8][C@H:9]1[CH2:18][CH2:17][C:16]2[C:11](=[CH:12][C:13]([O:19][CH2:20][C:21]([NH:31][CH2:24][C:25]3[CH:30]=[CH:29][CH:28]=[CH:27][CH:26]=3)=[O:22])=[CH:14][CH:15]=2)[CH2:10]1)=[O:7])([CH3:4])([CH3:3])[CH3:2], predict the reactants needed to synthesize it. The reactants are: [C:1]([O:5][C:6]([NH:8][C@H:9]1[CH2:18][CH2:17][C:16]2[C:11](=[CH:12][C:13]([O:19][CH2:20][C:21](O)=[O:22])=[CH:14][CH:15]=2)[CH2:10]1)=[O:7])([CH3:4])([CH3:3])[CH3:2].[CH2:24]([NH2:31])[C:25]1[CH:30]=[CH:29][CH:28]=[CH:27][CH:26]=1.F[P-](F)(F)(F)(F)F.N1(O[P+](N(C)C)(N(C)C)N(C)C)C2C=CC=CC=2N=N1.C(N(CC)CC)C. (6) Given the product [Cl:17][C:12]1[CH:13]=[CH:14][CH:15]=[C:16]2[C:11]=1[CH:10]=[CH:9][C:8]([N:25]1[CH2:24][CH2:23][N:22]([C:27](=[O:32])[C:28]([F:31])([F:29])[F:30])[C@H:21]([CH3:20])[CH2:26]1)=[CH:7]2, predict the reactants needed to synthesize it. The reactants are: FC(F)(F)S(O[C:7]1[C:16]2[C:11](=[C:12]([Cl:17])[CH:13]=[CH:14][CH:15]=2)[CH:10]=[CH:9][CH:8]=1)(=O)=O.[CH3:20][C@@H:21]1[CH2:26][NH:25][CH2:24][CH2:23][N:22]1[C:27](=[O:32])[C:28]([F:31])([F:30])[F:29]. (7) Given the product [NH2:87][C:47]1[CH:48]=[CH:49][N:44]([CH:22]([CH2:23][O:24][C:25]([C:26]2[CH:27]=[CH:28][CH:29]=[CH:30][CH:31]=2)([C:38]2[CH:43]=[CH:42][CH:41]=[CH:40][CH:39]=2)[C:55]2[CH:56]=[CH:57][CH:58]=[CH:59][CH:60]=2)[CH2:21][O:20][C:1]([C:86]2[CH:85]=[CH:79][CH:78]=[CH:77][CH:76]=2)([C:14]2[CH:19]=[CH:18][CH:17]=[CH:16][CH:15]=2)[C:2]2[CH:3]=[CH:4][CH:5]=[CH:6][CH:7]=2)[C:45](=[O:51])[N:46]=1, predict the reactants needed to synthesize it. The reactants are: [C:1]([O:20][CH2:21][CH:22]([N:44]1[CH:49]=[CH:48][C:47](=O)[NH:46][C:45]1=[O:51])[CH2:23][O:24][C:25]([C:38]1[CH:43]=[CH:42][CH:41]=[CH:40][CH:39]=1)(C1C=CC=CC=1)[C:26]1[CH:31]=[CH:30][CH:29]=[CH:28][CH:27]=1)([C:14]1[CH:19]=[CH:18][CH:17]=[CH:16][CH:15]=1)(C1C=CC=CC=1)[C:2]1[CH:7]=[CH:6][CH:5]=[CH:4][CH:3]=1.C([C:55]1[CH:60]=[C:59](C(C)C)[CH:58]=[C:57](C(C)C)[C:56]=1S(Cl)(=O)=O)(C)C.CN(C1[CH:79]=[CH:78][CH:77]=[CH:76]N=1)C.CCN([CH2:85][CH3:86])CC.[NH4+:87].[OH-]. (8) Given the product [Cl:12][C:13]1[CH:19]=[C:18]([S:20]([C:23]([F:24])([F:25])[F:26])(=[O:22])=[O:21])[CH:17]=[CH:16][C:14]=1[NH:15][C:7](=[O:9])[C:6]1[CH:10]=[C:2]([F:1])[CH:3]=[CH:4][C:5]=1[OH:11], predict the reactants needed to synthesize it. The reactants are: [F:1][C:2]1[CH:3]=[CH:4][C:5]([OH:11])=[C:6]([CH:10]=1)[C:7]([OH:9])=O.[Cl:12][C:13]1[CH:19]=[C:18]([S:20]([C:23]([F:26])([F:25])[F:24])(=[O:22])=[O:21])[CH:17]=[CH:16][C:14]=1[NH2:15].